This data is from Reaction yield outcomes from USPTO patents with 853,638 reactions. The task is: Predict the reaction yield, written as a fraction of the theoretical maximum amount of product (1.0 means a 100% yield; for example, 0.34 means a 34% yield). (1) The reactants are [F:1][C:2]([F:15])([F:14])[CH2:3][O:4][C:5]1[CH:13]=[CH:12][C:8]([C:9](O)=[O:10])=[CH:7][N:6]=1.C(Cl)(=O)C([Cl:19])=O. The catalyst is ClCCCl. The product is [F:1][C:2]([F:15])([F:14])[CH2:3][O:4][C:5]1[CH:13]=[CH:12][C:8]([C:9]([Cl:19])=[O:10])=[CH:7][N:6]=1. The yield is 1.00. (2) The yield is 0.980. The product is [Cl:1][C:2]1[CH:3]=[C:4]([C:13]([OH:15])=[O:14])[S:5][C:6]=1[C:7]1[N:11]([CH3:12])[N:10]=[CH:9][C:8]=1[Cl:16]. The catalyst is C1COCC1. The reactants are [Cl:1][C:2]1[CH:3]=[C:4]([C:13]([OH:15])=[O:14])[S:5][C:6]=1[C:7]1[N:11]([CH3:12])[N:10]=[CH:9][CH:8]=1.[Cl:16]N1C(=O)CCC1=O. (3) The reactants are [NH2:1][C:2](=[O:47])[CH2:3][C:4]1[CH:46]=[CH:45][CH:44]=[CH:43][C:5]=1[CH2:6][CH2:7][C:8]1[C:13]([C:14]([F:17])([F:16])[F:15])=[CH:12][N:11]=[C:10]([NH:18][C:19]2[CH:24]=[CH:23][C:22]([CH:25]3[CH2:30][CH2:29][N:28](C(OC(C)(C)C)=O)[CH2:27][CH2:26]3)=[CH:21][C:20]=2[O:38][C:39]([F:42])([F:41])[F:40])[N:9]=1.FC(F)(F)C(O)=O. The catalyst is C(Cl)Cl.CCOC(C)=O.CO. The product is [NH3:1].[NH:28]1[CH2:29][CH2:30][CH:25]([C:22]2[CH:23]=[CH:24][C:19]([NH:18][C:10]3[N:9]=[C:8]([CH2:7][CH2:6][C:5]4[CH:43]=[CH:44][CH:45]=[CH:46][C:4]=4[CH2:3][C:2]([NH2:1])=[O:47])[C:13]([C:14]([F:16])([F:17])[F:15])=[CH:12][N:11]=3)=[C:20]([O:38][C:39]([F:41])([F:40])[F:42])[CH:21]=2)[CH2:26][CH2:27]1. The yield is 0.0100. (4) The reactants are [Cl:1][C:2]1[N:7]=[C:6]([C:8]([OH:10])=O)[CH:5]=[C:4]([CH3:11])[CH:3]=1.C(Cl)(=O)C(Cl)=O.CCN(C(C)C)C(C)C.[NH2:27][CH2:28][CH:29]1[CH2:31][CH2:30]1. The catalyst is C(Cl)Cl.CN(C=O)C. The product is [Cl:1][C:2]1[N:7]=[C:6]([C:8]([NH:27][CH2:28][CH:29]2[CH2:31][CH2:30]2)=[O:10])[CH:5]=[C:4]([CH3:11])[CH:3]=1. The yield is 0.690.